Dataset: Experimental lipophilicity measurements (octanol/water distribution) for 4,200 compounds from AstraZeneca. Task: Regression/Classification. Given a drug SMILES string, predict its absorption, distribution, metabolism, or excretion properties. Task type varies by dataset: regression for continuous measurements (e.g., permeability, clearance, half-life) or binary classification for categorical outcomes (e.g., BBB penetration, CYP inhibition). For this dataset (lipophilicity_astrazeneca), we predict Y. (1) The Y is 2.41 logD. The molecule is CCN(C(=O)Cc1ccc(S(C)(=O)=O)cc1)C1CCN(CCC(c2ccc(NC(C)=O)cc2)c2cccc(F)c2)CC1. (2) The compound is NCCc1ccc(O)c2nc(O)sc12. The Y is 0.330 logD. (3) The molecule is CC(=O)NCc1ccc(CN2CCN(c3ccc(F)cc3F)CC2)cc1. The Y is 2.50 logD. (4) The drug is N#CC1(NC(=O)[C@@H]2CCCC[C@H]2C(=O)N2CCc3[nH]c4ccc(F)cc4c3C2)CC1. The Y is 3.00 logD. (5) The molecule is CN1C2CC(OC(=O)C(CO)c3ccccc3)CC1C1OC12. The Y is 0.170 logD. (6) The molecule is Cc1cc(Nc2nc(N[C@@H](C)c3ncc(F)cn3)nc(N3CCOCC3)c2Cl)n[nH]1. The Y is 2.61 logD. (7) The molecule is COc1cc2ncnc(Nc3cc(NC(=O)c4cccc(N5CCOCC5)c4)ccc3C)c2cc1OC. The Y is 3.60 logD. (8) The compound is O=C(N[C@@H]1CN2CCC1CC2)c1ccc(-c2ccccc2)s1. The Y is 1.77 logD.